Dataset: Forward reaction prediction with 1.9M reactions from USPTO patents (1976-2016). Task: Predict the product of the given reaction. (1) Given the reactants Cl.[NH2:2][C:3]1[C:4]([C:11]2[CH:16]=[CH:15][C:14]([NH:17][C:18]([NH:20][C:21]3[CH:26]=[C:25]([C:27]([F:30])([F:29])[F:28])[CH:24]=[CH:23][C:22]=3[F:31])=[O:19])=[CH:13][CH:12]=2)=[C:5]([C:8]([NH2:10])=[O:9])[NH:6][CH:7]=1.[C:32](Cl)(=[O:34])[CH3:33].C(N(CC)CC)C, predict the reaction product. The product is: [C:32]([NH:2][C:3]1[C:4]([C:11]2[CH:16]=[CH:15][C:14]([NH:17][C:18]([NH:20][C:21]3[CH:26]=[C:25]([C:27]([F:30])([F:28])[F:29])[CH:24]=[CH:23][C:22]=3[F:31])=[O:19])=[CH:13][CH:12]=2)=[C:5]([C:8]([NH2:10])=[O:9])[NH:6][CH:7]=1)(=[O:34])[CH3:33]. (2) The product is: [CH3:25][C:26]1[C:27]([O:34][C:33]2[N:31]=[CH:30][C:7]([NH:8][C:12]([C:6]3[C:5]4[C:9](=[CH:10][CH:11]=[C:3]([O:2][CH3:1])[CH:4]=4)[NH:8][CH:7]=3)=[O:14])=[CH:6][CH:5]=2)=[CH:28][CH:29]=[CH:24][N:23]=1. Given the reactants [CH3:1][O:2][C:3]1[CH:4]=[C:5]2[C:9](=[CH:10][CH:11]=1)[NH:8][CH:7]=[C:6]2[C:12]([OH:14])=O.[CH2:27]1[CH2:28][CH2:29][CH:24]([N:23]=C=[N:23][CH:24]2[CH2:29][CH2:28][CH2:27][CH2:26][CH2:25]2)[CH2:25][CH2:26]1.[CH3:30][N:31]([CH:33]=[O:34])C, predict the reaction product.